Dataset: Forward reaction prediction with 1.9M reactions from USPTO patents (1976-2016). Task: Predict the product of the given reaction. (1) Given the reactants Cl[C:2]1[N:7]=[CH:6][C:5]([C:8]2[NH:12][C:11]3[CH:13]=[CH:14][CH:15]=[C:16]([C:17]([NH:19][C:20]4[S:21][CH:22]=[CH:23][N:24]=4)=[O:18])[C:10]=3[N:9]=2)=[CH:4][CH:3]=1.[N:25]1([C:31]([O:33][C:34]([CH3:37])([CH3:36])[CH3:35])=[O:32])[CH2:30][CH2:29][NH:28][CH2:27][CH2:26]1, predict the reaction product. The product is: [S:21]1[CH:22]=[CH:23][N:24]=[C:20]1[NH:19][C:17]([C:16]1[C:10]2[N:9]=[C:8]([C:5]3[CH:4]=[CH:3][C:2]([N:28]4[CH2:27][CH2:26][N:25]([C:31]([O:33][C:34]([CH3:37])([CH3:36])[CH3:35])=[O:32])[CH2:30][CH2:29]4)=[N:7][CH:6]=3)[NH:12][C:11]=2[CH:13]=[CH:14][CH:15]=1)=[O:18]. (2) Given the reactants [N+](=[CH:3][C:4]([CH:6]1[CH2:11][CH2:10][N:9]([C:12]([O:14][CH2:15][CH:16]2[C:28]3[CH:27]=[CH:26][CH:25]=[CH:24][C:23]=3[C:22]3[C:17]2=[CH:18][CH:19]=[CH:20][CH:21]=3)=[O:13])[CH2:8][CH2:7]1)=[O:5])=[N-].[BrH:29], predict the reaction product. The product is: [Br:29][CH2:3][C:4]([CH:6]1[CH2:11][CH2:10][N:9]([C:12]([O:14][CH2:15][CH:16]2[C:28]3[CH:27]=[CH:26][CH:25]=[CH:24][C:23]=3[C:22]3[C:17]2=[CH:18][CH:19]=[CH:20][CH:21]=3)=[O:13])[CH2:8][CH2:7]1)=[O:5]. (3) Given the reactants [NH2:1][C:2]1[CH:9]=[CH:8][C:5]([C:6]#[N:7])=[CH:4][CH:3]=1.N[CH2:11][CH2:12][OH:13].N, predict the reaction product. The product is: [NH2:1][C:2]1[CH:9]=[CH:8][C:5]([C:6]2[O:13][CH2:12][CH2:11][N:7]=2)=[CH:4][CH:3]=1. (4) Given the reactants [CH2:1]([O:8][C:9]1[CH:21]=[C:20]2[C:12]([C:13]3[CH:14]=[CH:15][C:16]([NH2:22])=[CH:17][C:18]=3[NH:19]2)=[CH:11][CH:10]=1)[C:2]1[CH:7]=[CH:6][CH:5]=[CH:4][CH:3]=1.[CH2:23]=O.C[O-].[Na+].[BH4-].[Na+], predict the reaction product. The product is: [CH2:1]([O:8][C:9]1[CH:21]=[C:20]2[C:12]([C:13]3[CH:14]=[CH:15][C:16]([NH:22][CH3:23])=[CH:17][C:18]=3[NH:19]2)=[CH:11][CH:10]=1)[C:2]1[CH:3]=[CH:4][CH:5]=[CH:6][CH:7]=1. (5) Given the reactants C([O:5][C:6](=[O:29])[CH2:7][CH2:8][C:9]1[CH:10]=[C:11]([CH:26]=[CH:27][CH:28]=1)[CH2:12][NH:13][C:14]1[CH:19]=[CH:18][CH:17]=[CH:16][C:15]=1/[CH:20]=[CH:21]/[C:22]([O:24][CH3:25])=[O:23])(C)(C)C.FC(F)(F)C(O)=O, predict the reaction product. The product is: [CH3:25][O:24][C:22](=[O:23])/[CH:21]=[CH:20]/[C:15]1[CH:16]=[CH:17][CH:18]=[CH:19][C:14]=1[NH:13][CH2:12][C:11]1[CH:10]=[C:9]([CH2:8][CH2:7][C:6]([OH:29])=[O:5])[CH:28]=[CH:27][CH:26]=1. (6) The product is: [F:1][C:2]1[C:7]([F:8])=[C:6]([O:9][CH3:10])[C:5]([F:11])=[C:4]([F:12])[C:3]=1[NH2:13]. Given the reactants [F:1][C:2]1[C:7]([F:8])=[C:6]([O:9][CH3:10])[C:5]([F:11])=[C:4]([F:12])[C:3]=1[N+:13]([O-])=O.[Sn].Cl.[OH-].[Na+], predict the reaction product. (7) Given the reactants N[C:2]1[CH:3]=[C:4]([CH:8]=[CH:9][C:10]=1[C:11]([O:13][CH3:14])=[O:12])[C:5]([OH:7])=[O:6].N([O-])=O.[Na+].CCOC(C)=O.[ClH:25], predict the reaction product. The product is: [Cl:25][C:2]1[CH:3]=[C:4]([CH:8]=[CH:9][C:10]=1[C:11]([O:13][CH3:14])=[O:12])[C:5]([OH:7])=[O:6]. (8) The product is: [CH2:1]([OH:23])[C@H:2]1[O:7][C@H:6]([O:8][C@H:9]2[C@H:14]([OH:15])[C@@H:13]([OH:16])[C@H:12]([OH:17])[O:11][C@@H:10]2[CH2:18][OH:19])[C@H:5]([OH:20])[C@@H:4]([OH:21])[C@@H:3]1[OH:22]. Given the reactants [CH2:1]([OH:23])[C@H:2]1[O:7][C@H:6]([O:8][C@H:9]2[C@H:14]([OH:15])[C@@H:13]([OH:16])[C@H:12]([OH:17])[O:11][C@@H:10]2[CH2:18][OH:19])[C@H:5]([OH:20])[C@@H:4]([OH:21])[C@@H:3]1[OH:22].O.C(O)C, predict the reaction product.